From a dataset of Catalyst prediction with 721,799 reactions and 888 catalyst types from USPTO. Predict which catalyst facilitates the given reaction. (1) Reactant: [F:1][C:2]1[CH:7]=[CH:6][CH:5]=[C:4]([F:8])[C:3]=1[N:9]1[C:14]2[N:15]=[C:16](S(C)(=O)=O)[N:17]=[C:18]([C:19]3[CH:20]=[C:21]([CH:28]=[CH:29][C:30]=3[CH3:31])[C:22]([NH:24][CH2:25][CH2:26][CH3:27])=[O:23])[C:13]=2[CH:12]=[CH:11][C:10]1=[O:36].[CH3:37][N:38]([CH3:42])[CH2:39][CH2:40][NH2:41]. Product: [NH4+:9].[OH-:23].[F:1][C:2]1[CH:7]=[CH:6][CH:5]=[C:4]([F:8])[C:3]=1[N:9]1[C:14]2[N:15]=[C:16]([NH:41][CH2:40][CH2:39][N:38]([CH3:42])[CH3:37])[N:17]=[C:18]([C:19]3[CH:20]=[C:21]([CH:28]=[CH:29][C:30]=3[CH3:31])[C:22]([NH:24][CH2:25][CH2:26][CH3:27])=[O:23])[C:13]=2[CH:12]=[CH:11][C:10]1=[O:36]. The catalyst class is: 2. (2) Reactant: [C:1]([O:4][C@H:5]([CH3:30])[CH2:6][CH2:7][CH2:8][CH2:9][N:10]1[C:19](=[O:20])[C:18]2[N:17]([CH2:21][C:22]3[CH:27]=[CH:26][CH:25]=[CH:24][CH:23]=3)[C:16](Br)=[N:15][C:14]=2[N:13]([CH3:29])[C:11]1=[O:12])(=[O:3])[CH3:2].[C-:31]#[N:32].[K+]. Product: [C:1]([O:4][C@H:5]([CH3:30])[CH2:6][CH2:7][CH2:8][CH2:9][N:10]1[C:19](=[O:20])[C:18]2[N:17]([CH2:21][C:22]3[CH:27]=[CH:26][CH:25]=[CH:24][CH:23]=3)[C:16]([C:31]#[N:32])=[N:15][C:14]=2[N:13]([CH3:29])[C:11]1=[O:12])(=[O:3])[CH3:2]. The catalyst class is: 16.